From a dataset of Full USPTO retrosynthesis dataset with 1.9M reactions from patents (1976-2016). Predict the reactants needed to synthesize the given product. Given the product [CH2:28]([N:11]1[C:12]([CH3:19])=[C:13]([C:14]([O:16][CH2:17][CH3:18])=[O:15])[CH:8]([C:5]2[CH:4]=[CH:3][C:2]([Br:1])=[CH:7][CH:6]=2)[C:9]([C:21]([O:23][CH2:24][CH3:25])=[O:22])=[C:10]1[CH3:20])[C:29]1[CH:34]=[CH:33][CH:32]=[CH:31][CH:30]=1, predict the reactants needed to synthesize it. The reactants are: [Br:1][C:2]1[CH:7]=[CH:6][C:5]([CH:8]2[C:13]([C:14]([O:16][CH2:17][CH3:18])=[O:15])=[C:12]([CH3:19])[NH:11][C:10]([CH3:20])=[C:9]2[C:21]([O:23][CH2:24][CH3:25])=[O:22])=[CH:4][CH:3]=1.[H-].[Na+].[CH2:28](Cl)[C:29]1[CH:34]=[CH:33][CH:32]=[CH:31][CH:30]=1.[NH4+].[Cl-].